Dataset: Full USPTO retrosynthesis dataset with 1.9M reactions from patents (1976-2016). Task: Predict the reactants needed to synthesize the given product. (1) Given the product [F:1][C:2]([F:7])([F:6])[C:3]([OH:5])=[O:4].[F:8][C:9]([F:14])([F:13])[C:10]([OH:12])=[O:11].[F:1][C:2]([F:7])([F:6])[C:3]([OH:5])=[O:4].[Cl:15][C:16]1[CH:17]=[N:18][C:19]2[NH:20][C:21]3[CH:22]=[N:23][CH:24]=[C:25]([CH:47]=3)[CH2:26][CH2:27][C:28]3[CH:36]=[C:32]([NH:33][C:34]=1[N:35]=2)[CH:31]=[CH:30][C:29]=3[NH:37][C:38](=[O:46])[CH2:39][CH:40]1[CH2:45][CH2:44][N:43]([C:48]([C:49]2[CH:50]=[N:51][CH:52]=[CH:53][CH:54]=2)=[O:55])[CH2:42][CH2:41]1, predict the reactants needed to synthesize it. The reactants are: [F:1][C:2]([F:7])([F:6])[C:3]([OH:5])=[O:4].[F:8][C:9]([F:14])([F:13])[C:10]([OH:12])=[O:11].[Cl:15][C:16]1[CH:17]=[N:18][C:19]2[NH:20][C:21]3[CH:22]=[N:23][CH:24]=[C:25]([CH:47]=3)[CH2:26][CH2:27][C:28]3[CH:36]=[C:32]([NH:33][C:34]=1[N:35]=2)[CH:31]=[CH:30][C:29]=3[NH:37][C:38](=[O:46])[CH2:39][CH:40]1[CH2:45][CH2:44][NH:43][CH2:42][CH2:41]1.[C:48](Cl)(=[O:55])[C:49]1[CH:54]=[CH:53][CH:52]=[N:51][CH:50]=1. (2) The reactants are: [CH:1]([NH:3][CH2:4][C:5]1[C:6]([N:16]2[CH2:21][CH2:20][N:19](C(OC(C)(C)C)=O)[CH2:18][CH2:17]2)=[N:7][CH:8]=[C:9]([C:11]2[S:12][CH:13]=[CH:14][CH:15]=2)[N:10]=1)=O.O=P(Cl)(Cl)Cl.C([O-])(O)=O.[Na+]. Given the product [N:16]1([C:6]2[C:5]3[N:10]([CH:1]=[N:3][CH:4]=3)[C:9]([C:11]3[S:12][CH:13]=[CH:14][CH:15]=3)=[CH:8][N:7]=2)[CH2:21][CH2:20][NH:19][CH2:18][CH2:17]1, predict the reactants needed to synthesize it. (3) Given the product [NH2:6][C:9]1[C:10]([NH2:17])=[C:11]([O:15][CH3:16])[CH:12]=[CH:13][CH:14]=1, predict the reactants needed to synthesize it. The reactants are: O.O.[Sn](Cl)Cl.[N+:6]([C:9]1[C:10]([N+:17]([O-])=O)=[C:11]([O:15][CH3:16])[CH:12]=[CH:13][CH:14]=1)([O-])=O.[OH-].[Na+]. (4) Given the product [NH2:25][C:22]1[CH:23]=[C:24]2[C:19](=[CH:20][CH:21]=1)[NH:18][CH:17]=[C:16]2[C:13]1[CH2:14][CH2:15][CH:10]([N:2]([CH3:1])[C:3](=[O:9])[O:4][C:5]([CH3:6])([CH3:7])[CH3:8])[CH2:11][CH:12]=1, predict the reactants needed to synthesize it. The reactants are: [CH3:1][N:2]([CH:10]1[CH2:15][CH2:14][C:13]([C:16]2[C:24]3[C:19](=[CH:20][CH:21]=[C:22]([N+:25]([O-])=O)[CH:23]=3)[NH:18][CH:17]=2)=[CH:12][CH2:11]1)[C:3](=[O:9])[O:4][C:5]([CH3:8])([CH3:7])[CH3:6]. (5) Given the product [CH2:25]([NH:2][C@@H:3]1[CH2:5][C@H:4]1[C:6]1[CH:7]=[CH:8][C:9]([NH:12][C:13](=[O:24])[C:14]2[CH:19]=[CH:18][CH:17]=[C:16]([C:20]([F:22])([F:23])[F:21])[CH:15]=2)=[CH:10][CH:11]=1)[C:26]1[CH:31]=[CH:30][CH:29]=[CH:28][CH:27]=1, predict the reactants needed to synthesize it. The reactants are: Cl.[NH2:2][C@@H:3]1[CH2:5][C@H:4]1[C:6]1[CH:11]=[CH:10][C:9]([NH:12][C:13](=[O:24])[C:14]2[CH:19]=[CH:18][CH:17]=[C:16]([C:20]([F:23])([F:22])[F:21])[CH:15]=2)=[CH:8][CH:7]=1.[CH:25](=O)[C:26]1[CH:31]=[CH:30][CH:29]=[CH:28][CH:27]=1.C(=O)([O-])O.[Na+].[BH4-].[Na+]. (6) The reactants are: [NH2:1][C:2]1[NH:6][N:5]=[CH:4][C:3]=1[C:7]#[N:8].[NH:9]1[C:13]2[CH:14]=[CH:15][C:16]([C:18](=O)[CH2:19][C:20](OCC)=[O:21])=[CH:17][C:12]=2[N:11]=[N:10]1. Given the product [NH:9]1[C:13]2[CH:14]=[CH:15][C:16]([C:18]3[NH:1][C:2]4[N:6]([N:5]=[CH:4][C:3]=4[C:7]#[N:8])[C:20](=[O:21])[CH:19]=3)=[CH:17][C:12]=2[N:11]=[N:10]1, predict the reactants needed to synthesize it.